From a dataset of Forward reaction prediction with 1.9M reactions from USPTO patents (1976-2016). Predict the product of the given reaction. The product is: [CH3:14][C:13]1[C:12]2[CH:15]=[CH:16][C:17]([C:19]([F:22])([F:21])[F:20])=[CH:18][C:11]=2[S:10][C:9]=1[CH:4]([CH2:5][CH2:6][CH2:7][CH3:8])[CH2:3][CH2:2][O:29][C:30]1[CH:31]=[CH:32][C:33]([CH2:36][CH2:37][C:38]([O:40][CH3:41])=[O:39])=[CH:34][CH:35]=1. Given the reactants Br[CH2:2][CH2:3][CH:4]([C:9]1[S:10][C:11]2[CH:18]=[C:17]([C:19]([F:22])([F:21])[F:20])[CH:16]=[CH:15][C:12]=2[C:13]=1[CH3:14])[CH2:5][CH2:6][CH2:7][CH3:8].C(=O)([O-])[O-].[Cs+].[Cs+].[OH:29][C:30]1[CH:35]=[CH:34][C:33]([CH2:36][CH2:37][C:38]([O:40][CH3:41])=[O:39])=[CH:32][CH:31]=1, predict the reaction product.